This data is from Forward reaction prediction with 1.9M reactions from USPTO patents (1976-2016). The task is: Predict the product of the given reaction. (1) Given the reactants [ClH:1].[Cl:2][CH2:3][C:4]1[CH:9]=[CH:8][N:7]=[CH:6][CH:5]=1.[CH:10]1[CH:15]=[CH:14][C:13]([P:16]([C:23]2[CH:28]=[CH:27][CH:26]=[CH:25][CH:24]=2)[C:17]2[CH:22]=[CH:21][CH:20]=[CH:19][CH:18]=2)=[CH:12][CH:11]=1, predict the reaction product. The product is: [ClH:2].[Cl-:1].[C:23]1([P+:16]([C:13]2[CH:12]=[CH:11][CH:10]=[CH:15][CH:14]=2)([C:17]2[CH:22]=[CH:21][CH:20]=[CH:19][CH:18]=2)[CH2:3][C:4]2[CH:9]=[CH:8][N:7]=[CH:6][CH:5]=2)[CH:24]=[CH:25][CH:26]=[CH:27][CH:28]=1. (2) Given the reactants N1CCCC(C#N)C1.[C:9]([CH:11]1[CH2:16][C@@H:15]([NH:17][C:18]2[C:19]3[CH:26]=[CH:25][N:24]([C:27]([C:40]4[CH:45]=[CH:44][CH:43]=[CH:42][CH:41]=4)([C:34]4[CH:39]=[CH:38][CH:37]=[CH:36][CH:35]=4)[C:28]4[CH:33]=[CH:32][CH:31]=[CH:30][CH:29]=4)[C:20]=3[N:21]=[CH:22][N:23]=2)[CH2:14][N:13](C(OC(C)(C)C)=O)[CH2:12]1)#[N:10].C(O)(C(F)(F)F)=O, predict the reaction product. The product is: [C:27]([N:24]1[C:20]2[N:21]=[CH:22][N:23]=[C:18]([NH:17][C@H:15]3[CH2:14][NH:13][CH2:12][CH:11]([C:9]#[N:10])[CH2:16]3)[C:19]=2[CH:26]=[CH:25]1)([C:40]1[CH:41]=[CH:42][CH:43]=[CH:44][CH:45]=1)([C:28]1[CH:33]=[CH:32][CH:31]=[CH:30][CH:29]=1)[C:34]1[CH:39]=[CH:38][CH:37]=[CH:36][CH:35]=1. (3) The product is: [CH:1]([N:4]1[CH:5]2[CH2:10][CH2:18][CH:9]1[CH2:8][N:7]([C:11]1[CH:12]=[CH:13][C:14]([NH2:17])=[CH:15][CH:16]=1)[CH2:6]2)([CH3:2])[CH3:3]. Given the reactants [CH:1]([N:4]1[CH2:9][C@@H:8]2[CH2:10][C@H:5]1[CH2:6][N:7]2[C:11]1[CH:16]=[CH:15][C:14]([NH2:17])=[CH:13][CH:12]=1)([CH3:3])[CH3:2].[C:18](OC(N1C2CCC1CNC2)=O)(C)(C)C, predict the reaction product. (4) Given the reactants C[O:2][C:3](=O)[CH2:4][CH2:5][C:6]1[N:7]=[CH:8][N:9]([C:11]([C:24]2[CH:29]=[CH:28][CH:27]=[CH:26][CH:25]=2)([C:18]2[CH:23]=[CH:22][CH:21]=[CH:20][CH:19]=2)[C:12]2[CH:17]=[CH:16][CH:15]=[CH:14][CH:13]=2)[CH:10]=1.C1(C)C=CC=CC=1.CC(C[AlH]CC(C)C)C.[C@H](O)(C([O-])=O)[C@@H](O)C([O-])=O.[Na+].[K+], predict the reaction product. The product is: [C:11]([N:9]1[CH:10]=[C:6]([CH2:5][CH2:4][CH:3]=[O:2])[N:7]=[CH:8]1)([C:24]1[CH:25]=[CH:26][CH:27]=[CH:28][CH:29]=1)([C:18]1[CH:19]=[CH:20][CH:21]=[CH:22][CH:23]=1)[C:12]1[CH:17]=[CH:16][CH:15]=[CH:14][CH:13]=1. (5) Given the reactants [N+:1]([C:4]1[CH:5]=[C:6]([C:10]2[C:11]([C:16]3[CH:21]=[CH:20][N:19]=[CH:18][CH:17]=3)=[C:12]([SH:15])[NH:13][N:14]=2)[CH:7]=[CH:8][CH:9]=1)([O-:3])=[O:2].C(=O)([O-])[O-].[K+].[K+].Br[CH2:29][CH2:30]Br, predict the reaction product. The product is: [N+:1]([C:4]1[CH:5]=[C:6]([C:10]2[C:11]([C:16]3[CH:21]=[CH:20][N:19]=[CH:18][CH:17]=3)=[C:12]3[S:15][CH2:29][CH2:30][N:13]3[N:14]=2)[CH:7]=[CH:8][CH:9]=1)([O-:3])=[O:2]. (6) Given the reactants [F:1][C:2]1([F:17])[O:6][C:5]2[CH:7]=[CH:8][C:9]([C:11]3([C:14]([OH:16])=O)[CH2:13][CH2:12]3)=[CH:10][C:4]=2[O:3]1.CN(C(ON1N=NC2C=CC=NC1=2)=[N+](C)C)C.F[P-](F)(F)(F)(F)F.[NH2:42][C@H:43]1[CH2:48][CH2:47][O:46][C@@H:45]([C:49]2[CH:58]=[CH:57][CH:56]=[CH:55][C:50]=2[C:51]([O:53][CH3:54])=[O:52])[CH2:44]1.C(N(C(C)C)C(C)C)C, predict the reaction product. The product is: [F:17][C:2]1([F:1])[O:6][C:5]2[CH:7]=[CH:8][C:9]([C:11]3([C:14]([NH:42][C@H:43]4[CH2:48][CH2:47][O:46][C@@H:45]([C:49]5[CH:58]=[CH:57][CH:56]=[CH:55][C:50]=5[C:51]([O:53][CH3:54])=[O:52])[CH2:44]4)=[O:16])[CH2:12][CH2:13]3)=[CH:10][C:4]=2[O:3]1. (7) Given the reactants [Cl:1][C:2]1[CH:28]=[CH:27][C:5]([CH2:6][N:7]2[C:15]3[C:10](=[CH:11][C:12](/[CH:16]=[C:17]4/[C:18](=[O:26])[N:19]([CH2:23][CH2:24]O)[C:20](=[O:22])[S:21]/4)=[CH:13][CH:14]=3)[CH:9]=[N:8]2)=[C:4]([C:29]([F:32])([F:31])[F:30])[CH:3]=1.C(OC([N:40]1[CH2:44][CH2:43][NH:42][S:41]1(=[O:46])=[O:45])=O)(C)(C)C, predict the reaction product. The product is: [Cl:1][C:2]1[CH:28]=[CH:27][C:5]([CH2:6][N:7]2[C:15]3[C:10](=[CH:11][C:12](/[CH:16]=[C:17]4/[C:18](=[O:26])[N:19]([CH2:23][CH2:24][N:40]5[CH2:44][CH2:43][NH:42][S:41]5(=[O:46])=[O:45])[C:20](=[O:22])[S:21]/4)=[CH:13][CH:14]=3)[CH:9]=[N:8]2)=[C:4]([C:29]([F:31])([F:30])[F:32])[CH:3]=1. (8) Given the reactants [C:1]1([O:7][C:8](=[O:22])[NH:9][C@H:10]([C:14]2[C:19]([F:20])=[C:18]([Cl:21])[CH:17]=[CH:16][N:15]=2)[CH2:11][CH:12]=C)[CH:6]=[CH:5][CH:4]=[CH:3][CH:2]=1.Cl.ClC(OC1C=CC=CC=1)=[O:26], predict the reaction product. The product is: [C:1]1([O:7][C:8](=[O:22])[NH:9][C@H:10]([C:14]2[C:19]([F:20])=[C:18]([Cl:21])[CH:17]=[CH:16][N:15]=2)[CH2:11][CH:12]=[O:26])[CH:6]=[CH:5][CH:4]=[CH:3][CH:2]=1. (9) Given the reactants [CH3:1][O:2][C:3]1[CH:4]=[C:5]([C:9]2[S:13][C:12]([CH3:14])=[N:11][C:10]=2[C:15]([OH:17])=O)[CH:6]=[CH:7][CH:8]=1.[NH:18]1[CH2:23][CH2:22][CH2:21][C@@H:20]([NH:24][C:25]([C:27]2[N:34]3[C:30]([S:31][CH:32]=[CH:33]3)=[N:29][C:28]=2[CH3:35])=[O:26])[CH2:19]1, predict the reaction product. The product is: [CH3:1][O:2][C:3]1[CH:4]=[C:5]([C:9]2[S:13][C:12]([CH3:14])=[N:11][C:10]=2[C:15]([N:18]2[CH2:23][CH2:22][CH2:21][C@@H:20]([NH:24][C:25]([C:27]3[N:34]4[C:30]([S:31][CH:32]=[CH:33]4)=[N:29][C:28]=3[CH3:35])=[O:26])[CH2:19]2)=[O:17])[CH:6]=[CH:7][CH:8]=1.